This data is from NCI-60 drug combinations with 297,098 pairs across 59 cell lines. The task is: Regression. Given two drug SMILES strings and cell line genomic features, predict the synergy score measuring deviation from expected non-interaction effect. (1) Drug 1: C(CC(=O)O)C(=O)CN.Cl. Drug 2: C(CCl)NC(=O)N(CCCl)N=O. Cell line: SK-MEL-2. Synergy scores: CSS=20.5, Synergy_ZIP=-13.6, Synergy_Bliss=-9.04, Synergy_Loewe=-3.99, Synergy_HSA=-2.17. (2) Drug 1: C1=CC(=CC=C1C#N)C(C2=CC=C(C=C2)C#N)N3C=NC=N3. Drug 2: CN(CCCl)CCCl.Cl. Cell line: A549. Synergy scores: CSS=21.6, Synergy_ZIP=-1.93, Synergy_Bliss=-1.04, Synergy_Loewe=-6.91, Synergy_HSA=-4.20.